From a dataset of Catalyst prediction with 721,799 reactions and 888 catalyst types from USPTO. Predict which catalyst facilitates the given reaction. (1) Reactant: [OH-].[Na+].O.[Br:4][C:5]1[CH:6]=[C:7]2[C:12](=[CH:13][CH:14]=1)[CH:11]=[C:10]([OH:15])[CH:9]=[CH:8]2.Cl.Cl[CH2:18][CH2:19][N:20]1[CH2:24][CH2:23][CH2:22][CH2:21]1. Product: [Br:4][C:5]1[CH:6]=[C:7]2[C:12](=[CH:13][CH:14]=1)[CH:11]=[C:10]([O:15][CH2:18][CH2:19][N:20]1[CH2:24][CH2:23][CH2:22][CH2:21]1)[CH:9]=[CH:8]2. The catalyst class is: 1. (2) Reactant: COC1C=CC(C[N:8](CC2C=CC(OC)=CC=2)[C:9]2[N:14]=[C:13]([CH3:15])[N:12]=[C:11]([C:16]3[C:17]([NH:22][C:23]4[CH:24]=[CH:25][C:26]5[O:30][C:29]([CH3:31])=[N:28][C:27]=5[CH:32]=4)=[N:18][CH:19]=[CH:20][CH:21]=3)[N:10]=2)=CC=1. Product: [NH2:8][C:9]1[N:14]=[C:13]([CH3:15])[N:12]=[C:11]([C:16]2[C:17]([NH:22][C:23]3[CH:24]=[CH:25][C:26]4[O:30][C:29]([CH3:31])=[N:28][C:27]=4[CH:32]=3)=[N:18][CH:19]=[CH:20][CH:21]=2)[N:10]=1. The catalyst class is: 67. (3) Reactant: [CH2:1]([O:3][C:4](=[O:17])[C:5]1[CH:6]=[C:7]([CH:11]=[CH:12][C:13]=1[O:14][CH2:15][CH3:16])[C:8]([OH:10])=O)[CH3:2].[NH:18]1[CH2:23][CH2:22][CH2:21][CH2:20][CH2:19]1.CN(C(ON1N=NC2C=CC=CC1=2)=[N+](C)C)C.F[P-](F)(F)(F)(F)F.C(N(CC)C(C)C)(C)C. Product: [CH2:1]([O:3][C:4](=[O:17])[C:5]1[CH:6]=[C:7]([C:8]([N:18]2[CH2:23][CH2:22][CH2:21][CH2:20][CH2:19]2)=[O:10])[CH:11]=[CH:12][C:13]=1[O:14][CH2:15][CH3:16])[CH3:2]. The catalyst class is: 10. (4) Reactant: [CH2:1]([O:3][C:4](=[O:17])[C:5]([N+:15]#[C-:16])=[C:6](Br)[C:7]1[CH:12]=[CH:11][CH:10]=[CH:9][C:8]=1[Br:13])[CH3:2].C(N(CC)CC)C.[CH2:25]([NH2:29])[CH:26]([CH3:28])[CH3:27]. Product: [CH2:1]([O:3][C:4]([C:5]1[N:15]=[CH:16][N:29]([CH2:25][CH:26]([CH3:28])[CH3:27])[C:6]=1[C:7]1[CH:12]=[CH:11][CH:10]=[CH:9][C:8]=1[Br:13])=[O:17])[CH3:2]. The catalyst class is: 9. (5) Reactant: [Cl:1][C:2]1[CH:7]=[CH:6][C:5]([NH:8][C:9]2[O:10][C:11]3[CH:17]=[CH:16][C:15]([O:18][C:19]4[CH:24]=[CH:23][N:22]=[C:21]5[CH:25]=[C:26]([C:28]6[CH:35]=[CH:34][C:31]([CH:32]=O)=[CH:30][N:29]=6)[S:27][C:20]=45)=[CH:14][C:12]=3[N:13]=2)=[CH:4][CH:3]=1.[CH2:36]([NH2:39])[C:37]#[CH:38].C([Sn](Cl)(Cl)CCCC)CCC.C1([SiH3])C=CC=CC=1. Product: [Cl:1][C:2]1[CH:3]=[CH:4][C:5]([NH:8][C:9]2[O:10][C:11]3[CH:17]=[CH:16][C:15]([O:18][C:19]4[CH:24]=[CH:23][N:22]=[C:21]5[CH:25]=[C:26]([C:28]6[CH:35]=[CH:34][C:31]([CH2:32][NH:39][CH2:36][C:37]#[CH:38])=[CH:30][N:29]=6)[S:27][C:20]=45)=[CH:14][C:12]=3[N:13]=2)=[CH:6][CH:7]=1. The catalyst class is: 31. (6) Reactant: [C:1]([O:5][C:6]([C@@:8]1([CH2:22][CH2:23][C:24](OC)=[O:25])[CH2:12][C:11](=[O:13])[N:10]([C@@H:14]([C:16]2[CH:21]=[CH:20][CH:19]=[CH:18][CH:17]=2)[CH3:15])[CH2:9]1)=[O:7])([CH3:4])([CH3:3])[CH3:2].C([N-]C(C)C)(C)C.[Li+].CCCCCCC.O1CCCC1.C(C1C=CC=CC=1)C.Cl. Product: [C:1]([O:5][C:6]([C@@:8]12[CH2:22][CH2:23][C:24](=[O:25])[C@@H:12]1[C:11](=[O:13])[N:10]([C@@H:14]([C:16]1[CH:17]=[CH:18][CH:19]=[CH:20][CH:21]=1)[CH3:15])[CH2:9]2)=[O:7])([CH3:4])([CH3:3])[CH3:2]. The catalyst class is: 7. (7) Product: [Cl:31][C:29]1[CH:28]=[CH:27][C:26]([F:32])=[C:25]([C:7]2[NH:6][C:14]3[C:9]([CH:8]=2)=[CH:10][C:11]([C:15]2[N:16]([CH3:24])[N:17]=[C:18]([C:20]([F:23])([F:21])[F:22])[CH:19]=2)=[CH:12][CH:13]=3)[CH:30]=1. The catalyst class is: 14. Reactant: C(OC([N:6]1[C:14]2[C:9](=[CH:10][C:11]([C:15]3[N:16]([CH3:24])[N:17]=[C:18]([C:20]([F:23])([F:22])[F:21])[CH:19]=3)=[CH:12][CH:13]=2)[CH:8]=[C:7]1[C:25]1[CH:30]=[C:29]([Cl:31])[CH:28]=[CH:27][C:26]=1[F:32])=O)C.[OH-].[Na+].